Dataset: Catalyst prediction with 721,799 reactions and 888 catalyst types from USPTO. Task: Predict which catalyst facilitates the given reaction. (1) Reactant: C([O:8][C:9]1[CH:10]=[C:11]([NH:15][C:16]([N:18]2[CH2:23][CH2:22][N:21]([C:24](=[O:40])[C:25]3[CH:30]=[CH:29][CH:28]=[C:27]([O:31][CH2:32][CH2:33][CH:34]4[CH2:39][CH2:38][CH2:37][CH2:36][CH2:35]4)[CH:26]=3)[CH2:20][CH2:19]2)=[O:17])[CH:12]=[N:13][CH:14]=1)C1C=CC=CC=1. Product: [CH:34]1([CH2:33][CH2:32][O:31][C:27]2[CH:26]=[C:25]([CH:30]=[CH:29][CH:28]=2)[C:24]([N:21]2[CH2:20][CH2:19][N:18]([C:16]([NH:15][C:11]3[CH:12]=[N:13][CH:14]=[C:9]([OH:8])[CH:10]=3)=[O:17])[CH2:23][CH2:22]2)=[O:40])[CH2:39][CH2:38][CH2:37][CH2:36][CH2:35]1. The catalyst class is: 129. (2) The catalyst class is: 2. Reactant: [N:1]1([CH2:6][C:7]2([CH2:10][NH:11][C:12]([C:14]3[CH:19]=[CH:18][C:17]([NH:20][C:21]4[N:26]=[C:25]([O:27][CH2:28][C:29]([F:32])([F:31])[F:30])[N:24]=[C:23]([NH:33][C:34]5([C:37]6[CH:47]=[CH:46][C:40]([O:41][CH2:42][C:43](O)=[O:44])=[CH:39][CH:38]=6)[CH2:36][CH2:35]5)[N:22]=4)=[CH:16][CH:15]=3)=[O:13])[CH2:9][CH2:8]2)[CH2:5][CH2:4][CH2:3][CH2:2]1.[CH3:48][CH:49]([S:51]([NH2:54])(=[O:53])=[O:52])[CH3:50].C1CN([P+](ON2N=NC3C=CC=CC2=3)(N2CCCC2)N2CCCC2)CC1.F[P-](F)(F)(F)(F)F. Product: [CH3:48][CH:49]([S:51]([NH:54][C:43](=[O:44])[CH2:42][O:41][C:40]1[CH:39]=[CH:38][C:37]([C:34]2([NH:33][C:23]3[N:24]=[C:25]([O:27][CH2:28][C:29]([F:32])([F:30])[F:31])[N:26]=[C:21]([NH:20][C:17]4[CH:16]=[CH:15][C:14]([C:12]([NH:11][CH2:10][C:7]5([CH2:6][N:1]6[CH2:2][CH2:3][CH2:4][CH2:5]6)[CH2:9][CH2:8]5)=[O:13])=[CH:19][CH:18]=4)[N:22]=3)[CH2:35][CH2:36]2)=[CH:47][CH:46]=1)(=[O:53])=[O:52])[CH3:50].